From a dataset of Full USPTO retrosynthesis dataset with 1.9M reactions from patents (1976-2016). Predict the reactants needed to synthesize the given product. The reactants are: C[O:2][C:3](=O)[C@H:4]([CH:27]([CH3:29])[CH3:28])[C:5]([C:14]1[CH:19]=[CH:18][C:17]([CH2:20][CH2:21][C:22]([CH3:25])([CH3:24])[CH3:23])=[C:16]([Cl:26])[CH:15]=1)([NH:7][S@:8](CC(C)C)=[O:9])[CH3:6].[H-].[CH2:32]([Al+2])[CH:33]([CH3:35])[CH3:34].[H-].C1(C)C=CC=CC=1.[C@H](O)(C([O-])=O)[C@@H](O)C([O-])=O.[Na+].[K+]. Given the product [Cl:26][C:16]1[CH:15]=[C:14]([C@@:5]([NH:7][S@:8]([C:33]([CH3:35])([CH3:34])[CH3:32])=[O:9])([CH3:6])[CH:4]([CH2:3][OH:2])[CH:27]([CH3:29])[CH3:28])[CH:19]=[CH:18][C:17]=1[CH2:20][CH2:21][C:22]([CH3:23])([CH3:25])[CH3:24], predict the reactants needed to synthesize it.